This data is from Catalyst prediction with 721,799 reactions and 888 catalyst types from USPTO. The task is: Predict which catalyst facilitates the given reaction. (1) The catalyst class is: 61. Product: [F:1][C:2]1[C:7]([F:8])=[CH:6][CH:5]=[CH:4][C:3]=1[C@:9]1([CH3:10])[CH:11]=[CH:12][S:28][C:27]([NH2:26])=[N:17]1. Reactant: [F:1][C:2]1[C:7]([F:8])=[CH:6][CH:5]=[CH:4][C:3]=1[C@@:9]([NH2:17])([CH2:11][CH:12](OC)OC)[CH3:10].C([N:26]=[C:27]=[S:28])(=O)C1C=CC=CC=1.S(=O)(=O)(O)O.[OH-].[Na+]. (2) Reactant: [CH3:1][S:2][C:3]1[CH:8]=[CH:7][C:6](OB(O)O)=[CH:5][CH:4]=1.[CH2:13](N(CC)CC)C.[CH3:20][O:21][C:22](=[O:31])[C:23]1[CH:28]=[C:27]([OH:29])[CH:26]=C(O)[CH:24]=1. Product: [CH3:20][O:21][C:22](=[O:31])[C:23]1[CH:28]=[C:27]([OH:29])[CH:26]=[C:1]([S:2][C:3]2[CH:8]=[CH:7][C:6]([CH3:13])=[CH:5][CH:4]=2)[CH:24]=1. The catalyst class is: 302. (3) Reactant: [NH2:1][C:2]1[CH:7]=[C:6]([NH:8][C:9]([C:11]2[N:12]([CH2:21][C:22]3[CH:27]=[CH:26][CH:25]=[C:24]([F:28])[CH:23]=3)[C:13]3[C:18]([CH:19]=2)=[CH:17][C:16]([F:20])=[CH:15][CH:14]=3)=[O:10])[CH:5]=[CH:4][N:3]=1.Br[CH2:30][C:31]([C:33]1[S:34][CH:35]=[CH:36][CH:37]=1)=O. Product: [S:34]1[CH:35]=[CH:36][CH:37]=[C:33]1[C:31]1[N:1]=[C:2]2[CH:7]=[C:6]([NH:8][C:9]([C:11]3[N:12]([CH2:21][C:22]4[CH:27]=[CH:26][CH:25]=[C:24]([F:28])[CH:23]=4)[C:13]4[C:18]([CH:19]=3)=[CH:17][C:16]([F:20])=[CH:15][CH:14]=4)=[O:10])[CH:5]=[CH:4][N:3]2[CH:30]=1. The catalyst class is: 10. (4) Reactant: [C:1]1([CH:7]2[CH2:12][C:11](=O)[CH2:10][C:9](=[O:14])[CH2:8]2)[CH:6]=[CH:5][CH:4]=[CH:3][CH:2]=1.[F:15][C:16]([F:25])([F:24])[C:17]1[CH:18]=[C:19]([CH:21]=[CH:22][CH:23]=1)[NH2:20].FC(F)(F)S([O-])(=O)=O.[Yb+3].FC(F)(F)S([O-])(=O)=O.FC(F)(F)S([O-])(=O)=O.CN(C)C=O. Product: [C:1]1([CH:7]2[CH2:8][C:9](=[O:14])[CH:10]=[C:11]([NH:20][C:19]3[CH:21]=[CH:22][CH:23]=[C:17]([C:16]([F:15])([F:24])[F:25])[CH:18]=3)[CH2:12]2)[CH:2]=[CH:3][CH:4]=[CH:5][CH:6]=1. The catalyst class is: 72. (5) Reactant: C([O:5][C:6](=[O:40])[CH2:7][N:8]1[C:16]2[C:11](=[CH:12][CH:13]=[C:14]([C:17]([O:19][CH3:20])=[O:18])[CH:15]=2)[C:10]([CH:21]2[CH2:26][CH2:25][CH2:24][CH2:23][CH2:22]2)=[C:9]1[C:27]1[CH:32]=[CH:31][CH:30]=[CH:29][C:28]=1[CH2:33][NH:34][CH2:35][CH2:36][N:37]([CH3:39])[CH3:38])(C)(C)C.C(O)(C(F)(F)F)=O. Product: [CH:21]1([C:10]2[C:11]3[C:16](=[CH:15][C:14]([C:17]([O:19][CH3:20])=[O:18])=[CH:13][CH:12]=3)[N:8]([CH2:7][C:6]([OH:40])=[O:5])[C:9]=2[C:27]2[CH:32]=[CH:31][CH:30]=[CH:29][C:28]=2[CH2:33][NH:34][CH2:35][CH2:36][N:37]([CH3:38])[CH3:39])[CH2:26][CH2:25][CH2:24][CH2:23][CH2:22]1. The catalyst class is: 34. (6) Reactant: [H-].[Na+].[N:3]([C:6]1[C:7]2[CH:15]=[CH:14][NH:13][C:8]=2[N:9]=[C:10]([F:12])[N:11]=1)=[N+:4]=[N-:5].Cl[CH:17]1[O:21][C@@H:20]([CH2:22][O:23][C:24](=[O:32])[C:25]2[CH:30]=[CH:29][C:28]([CH3:31])=[CH:27][CH:26]=2)[C@H:19](C2C=C(C)C=CC=2C([O-])=O)[CH2:18]1. Product: [CH3:31][C:28]1[CH:29]=[CH:30][C:25]([C:24]([O:32][C@H:19]2[CH2:18][C@H:17]([N:13]3[C:8]4[N:9]=[C:10]([F:12])[N:11]=[C:6]([N:3]=[N+:4]=[N-:5])[C:7]=4[CH:15]=[CH:14]3)[O:21][C@@H:20]2[CH2:22][O:23][C:24](=[O:32])[C:25]2[CH:26]=[CH:27][C:28]([CH3:31])=[CH:29][CH:30]=2)=[O:23])=[CH:26][CH:27]=1. The catalyst class is: 39.